This data is from Catalyst prediction with 721,799 reactions and 888 catalyst types from USPTO. The task is: Predict which catalyst facilitates the given reaction. (1) Reactant: Cl[C:2]1[C:11]2[C:6](=[CH:7][N:8]=[CH:9][CH:10]=2)[CH:5]=[C:4]([C:12]2[CH:17]=[CH:16][N:15]=[CH:14][CH:13]=2)[N:3]=1.C(OC([N:25]1[CH2:30][CH2:29][CH:28]([CH2:31][NH2:32])[CH2:27][CH2:26]1)=O)(C)(C)C.[OH-].[Na+]. Product: [NH:25]1[CH2:30][CH2:29][CH:28]([CH2:31][NH:32][C:2]2[C:11]3[C:6](=[CH:7][N:8]=[CH:9][CH:10]=3)[CH:5]=[C:4]([C:12]3[CH:17]=[CH:16][N:15]=[CH:14][CH:13]=3)[N:3]=2)[CH2:27][CH2:26]1. The catalyst class is: 225. (2) Reactant: C([NH:8][CH:9]1[CH2:23][CH:12]2[CH2:13][N:14]([C:16]([O:18][C:19]([CH3:22])([CH3:21])[CH3:20])=[O:17])[CH2:15][CH:11]2[CH:10]1[CH3:24])C1C=CC=CC=1.[H][H]. Product: [NH2:8][CH:9]1[CH2:23][CH:12]2[CH2:13][N:14]([C:16]([O:18][C:19]([CH3:21])([CH3:20])[CH3:22])=[O:17])[CH2:15][CH:11]2[CH:10]1[CH3:24]. The catalyst class is: 723. (3) Reactant: [CH3:1][C:2]1([CH3:16])[NH:13][C:12]([CH3:15])([CH3:14])[CH2:11][C:4]2([NH:8][C:7](=[O:9])[NH:6][C:5]2=[O:10])[CH2:3]1.[OH-].[K+].Br[CH:20]([Cl:22])[CH3:21]. Product: [Cl:22][CH2:20][CH2:21][N:6]1[C:5](=[O:10])[C:4]2([CH2:3][C:2]([CH3:16])([CH3:1])[NH:13][C:12]([CH3:15])([CH3:14])[CH2:11]2)[NH:8][C:7]1=[O:9]. The catalyst class is: 14. (4) Reactant: [C:1]([O:4][CH2:5][C:6]1[C:7]([N:21]2[CH2:33][CH2:32][N:24]3[C:25]4[CH2:26][CH2:27][CH2:28][CH2:29][C:30]=4[CH:31]=[C:23]3[C:22]2=[O:34])=[N:8][CH:9]=[CH:10][C:11]=1B1OC(C)(C)C(C)(C)O1)(=[O:3])[CH3:2].[Br:35][C:36]1[C:37](=[O:44])[N:38]([CH3:43])[CH:39]=[C:40](I)[CH:41]=1.C([O-])(=O)C.[Na+].[O-]P([O-])([O-])=O.[K+].[K+].[K+]. Product: [C:1]([O:4][CH2:5][C:6]1[C:7]([N:21]2[CH2:33][CH2:32][N:24]3[C:25]4[CH2:26][CH2:27][CH2:28][CH2:29][C:30]=4[CH:31]=[C:23]3[C:22]2=[O:34])=[N:8][CH:9]=[CH:10][C:11]=1[C:40]1[CH:41]=[C:36]([Br:35])[C:37](=[O:44])[N:38]([CH3:43])[CH:39]=1)(=[O:3])[CH3:2]. The catalyst class is: 379. (5) Reactant: [C:1]([O:4][C:5]1[CH:25]=[CH:24][C:8]([C:9]2[CH:10]([CH3:23])[O:11][C:12]3[C:17]([CH:18]=2)=[CH:16][CH:15]=[C:14]([O:19][C:20](=[O:22])[CH3:21])[CH:13]=3)=[CH:7][CH:6]=1)(=[O:3])[CH3:2]. Product: [C:1]([O:4][C:5]1[CH:25]=[CH:24][C:8]([CH:9]2[CH2:18][C:17]3[C:12](=[CH:13][C:14]([O:19][C:20](=[O:22])[CH3:21])=[CH:15][CH:16]=3)[O:11][CH:10]2[CH3:23])=[CH:7][CH:6]=1)(=[O:3])[CH3:2]. The catalyst class is: 29. (6) Reactant: [F:1][C:2]1[CH:7]=[C:6]([F:8])[CH:5]=[CH:4][C:3]=1[NH:9][C:10]1[C:19]2[C:14](=[CH:15][C:16]([O:22][CH3:23])=[C:17]([O:20][CH3:21])[CH:18]=2)[N:13]=[N:12][C:11]=1[C:24]([O:26]CC)=O.C[N:30](C=O)C.C(N)=O.C[O-].[Na+]. Product: [F:1][C:2]1[CH:7]=[C:6]([F:8])[CH:5]=[CH:4][C:3]=1[NH:9][C:10]1[C:19]2[C:14](=[CH:15][C:16]([O:22][CH3:23])=[C:17]([O:20][CH3:21])[CH:18]=2)[N:13]=[N:12][C:11]=1[C:24]([NH2:30])=[O:26]. The catalyst class is: 24.